Dataset: Forward reaction prediction with 1.9M reactions from USPTO patents (1976-2016). Task: Predict the product of the given reaction. Given the reactants [F:1][C:2]1[CH:7]=[CH:6][C:5]([CH2:8][C:9]2[CH:18]=[C:17]3[C:12]([C:13]([OH:32])=[C:14]([C:28]([O:30]C)=O)[C:15](=[O:27])[N:16]3[C:19]3[CH:24]=[CH:23][C:22]([O:25][CH3:26])=[CH:21][CH:20]=3)=[N:11][CH:10]=2)=[CH:4][CH:3]=1.[CH3:33][NH2:34], predict the reaction product. The product is: [F:1][C:2]1[CH:3]=[CH:4][C:5]([CH2:8][C:9]2[CH:18]=[C:17]3[C:12]([C:13]([OH:32])=[C:14]([C:28]([NH:34][CH3:33])=[O:30])[C:15](=[O:27])[N:16]3[C:19]3[CH:24]=[CH:23][C:22]([O:25][CH3:26])=[CH:21][CH:20]=3)=[N:11][CH:10]=2)=[CH:6][CH:7]=1.